From a dataset of Reaction yield outcomes from USPTO patents with 853,638 reactions. Predict the reaction yield, written as a fraction of the theoretical maximum amount of product (1.0 means a 100% yield; for example, 0.34 means a 34% yield). (1) The reactants are CS([C:5]1[N:6]=[C:7]([NH:26][C:27]2[CH:32]=[CH:31][C:30]([C:33]([F:36])([F:35])[F:34])=[CH:29][CH:28]=2)[C:8]2[CH2:14][CH2:13][N:12]([C:15]3[C:20]([C:21]([F:24])([F:23])[F:22])=[CH:19][CH:18]=[CH:17][N:16]=3)[CH2:11][CH2:10][C:9]=2[N:25]=1)(=O)=O.[NH2:37][C:38]1[CH:43]=[CH:42][CH:41]=[CH:40][CH:39]=1.C1(C)C=CC(S(O)(=O)=O)=CC=1. The catalyst is C1(C)C=CC=CC=1. The product is [C:38]1([NH:37][C:5]2[N:6]=[C:7]([NH:26][C:27]3[CH:28]=[CH:29][C:30]([C:33]([F:35])([F:34])[F:36])=[CH:31][CH:32]=3)[C:8]3[CH2:14][CH2:13][N:12]([C:15]4[C:20]([C:21]([F:24])([F:22])[F:23])=[CH:19][CH:18]=[CH:17][N:16]=4)[CH2:11][CH2:10][C:9]=3[N:25]=2)[CH:43]=[CH:42][CH:41]=[CH:40][CH:39]=1. The yield is 0.670. (2) The reactants are Br[C:2]1[CH:3]=[N:4][C:5]2[C:10]([CH:11]=1)=[CH:9][C:8]([CH2:12][OH:13])=[CH:7][CH:6]=2.[CH3:14][N:15](C=O)C. The catalyst is [C-]#N.[C-]#N.[Zn+2].C1C=CC([P]([Pd]([P](C2C=CC=CC=2)(C2C=CC=CC=2)C2C=CC=CC=2)([P](C2C=CC=CC=2)(C2C=CC=CC=2)C2C=CC=CC=2)[P](C2C=CC=CC=2)(C2C=CC=CC=2)C2C=CC=CC=2)(C2C=CC=CC=2)C2C=CC=CC=2)=CC=1. The product is [OH:13][CH2:12][C:8]1[CH:9]=[C:10]2[C:5](=[CH:6][CH:7]=1)[N:4]=[CH:3][C:2]([C:14]#[N:15])=[CH:11]2. The yield is 0.810. (3) The reactants are [C:1]([C:3]1[CH:4]=[C:5]2[C:9](=[CH:10][CH:11]=1)[NH:8][CH:7]=[CH:6]2)#[N:2].C([Mg]Br)C.[CH3:16][C:17]1([CH3:25])[C:19]([CH3:21])([CH3:20])[CH:18]1[C:22](Cl)=[O:23]. The catalyst is ClCCl.[Cl-].[Zn+2].[Cl-]. The product is [CH3:16][C:17]1([CH3:25])[C:19]([CH3:21])([CH3:20])[CH:18]1[C:22]([C:6]1[C:5]2[C:9](=[CH:10][CH:11]=[C:3]([C:1]#[N:2])[CH:4]=2)[NH:8][CH:7]=1)=[O:23]. The yield is 0.170. (4) The reactants are [Cl:1][C:2]1[C:3]([C:16]2[C:24]3[C:19](=[CH:20][CH:21]=[CH:22][CH:23]=3)[N:18]([S:25]([C:28]3[CH:33]=[CH:32][CH:31]=[CH:30][CH:29]=3)(=[O:27])=[O:26])[CH:17]=2)=[N:4][C:5]([NH:8][C@@H:9]2[CH2:14][CH2:13][CH2:12][C@H:11]([NH2:15])[CH2:10]2)=[N:6][CH:7]=1.[CH:34]([C:36]1[CH:41]=[CH:40][C:39]([NH:42][C:43](=[O:49])[O:44][C:45]([CH3:48])([CH3:47])[CH3:46])=[CH:38][CH:37]=1)=O.CC(O)=O.[BH-](OC(C)=O)(OC(C)=O)OC(C)=O.[Na+]. The catalyst is C(Cl)Cl.C([O-])(O)=O.[Na+]. The product is [Cl:1][C:2]1[C:3]([C:16]2[C:24]3[C:19](=[CH:20][CH:21]=[CH:22][CH:23]=3)[N:18]([S:25]([C:28]3[CH:33]=[CH:32][CH:31]=[CH:30][CH:29]=3)(=[O:27])=[O:26])[CH:17]=2)=[N:4][C:5]([NH:8][C@@H:9]2[CH2:14][CH2:13][CH2:12][C@H:11]([NH:15][CH2:34][C:36]3[CH:37]=[CH:38][C:39]([NH:42][C:43](=[O:49])[O:44][C:45]([CH3:47])([CH3:46])[CH3:48])=[CH:40][CH:41]=3)[CH2:10]2)=[N:6][CH:7]=1. The yield is 0.690.